From a dataset of Forward reaction prediction with 1.9M reactions from USPTO patents (1976-2016). Predict the product of the given reaction. (1) Given the reactants [CH2:1](O)CC.[NH2:5][C:6]1[CH:11]=[C:10]([CH2:12][C:13]([O:15][CH3:16])=[O:14])[CH:9]=[CH:8][C:7]=1[CH2:17][C:18]([O:20]C)=O.C=O, predict the reaction product. The product is: [CH3:1][N:5]1[C:6]2[C:7](=[CH:8][CH:9]=[C:10]([CH2:12][C:13]([O:15][CH3:16])=[O:14])[CH:11]=2)[CH2:17][C:18]1=[O:20]. (2) Given the reactants [NH2:1][C:2]1[CH:3]=[CH:4][CH:5]=[C:6]2[C:10]=1[NH:9][C:8](=[O:11])[CH2:7]2.[NH:12]1[C:20]2[C:15](=[CH:16][CH:17]=[C:18]([CH:21]=O)[CH:19]=2)[CH:14]=[N:13]1.N1CCCCC1, predict the reaction product. The product is: [NH:12]1[C:20]2[C:15](=[CH:16][CH:17]=[C:18](/[CH:21]=[C:7]3/[C:8](=[O:11])[NH:9][C:10]4[C:6]/3=[CH:5][CH:4]=[CH:3][C:2]=4[NH2:1])[CH:19]=2)[CH:14]=[N:13]1. (3) Given the reactants C[Si](C)(C)CC[O:5][C:6](=[O:46])[CH:7]([CH2:33][CH:34]=[CH:35][CH2:36][P:37]([O:40][CH:41]([C:43]([OH:45])=[O:44])[CH3:42])([OH:39])=[O:38])[CH2:8][C:9]([CH3:32])=[CH:10][CH2:11][C:12]1[C:13]([O:25]CC[Si](C)(C)C)=[C:14]2[C:18](=[C:19]([CH3:23])[C:20]=1[O:21][CH3:22])[CH2:17][O:16][C:15]2=[O:24].[F-].C([N+](CCCC)(CCCC)CCCC)CCC, predict the reaction product. The product is: [C:43]([CH:41]([O:40][P:37]([CH2:36][CH:35]=[CH:34][CH2:33][CH:7]([CH2:8][C:9]([CH3:32])=[CH:10][CH2:11][C:12]1[C:13]([OH:25])=[C:14]2[C:18](=[C:19]([CH3:23])[C:20]=1[O:21][CH3:22])[CH2:17][O:16][C:15]2=[O:24])[C:6]([OH:46])=[O:5])([OH:39])=[O:38])[CH3:42])([OH:45])=[O:44]. (4) Given the reactants Cl.[NH2:2][C@H:3]1[CH2:6][C@H:5]([N:7]2[C:11]3=[N:12][CH:13]=[C:14]([Br:16])[N:15]=[C:10]3[N:9]([CH:17]3[CH2:19][CH2:18]3)[C:8]2=[O:20])[CH2:4]1.Cl[C:22]1[N:31]=[CH:30][C:29]2[C:24](=[CH:25][C:26]([F:32])=[CH:27][CH:28]=2)[N:23]=1.CS(C)=O.C(N(CC)C(C)C)(C)C, predict the reaction product. The product is: [Br:16][C:14]1[N:15]=[C:10]2[N:9]([CH:17]3[CH2:18][CH2:19]3)[C:8](=[O:20])[N:7]([C@H:5]3[CH2:6][C@H:3]([NH:2][C:22]4[N:31]=[CH:30][C:29]5[C:24](=[CH:25][C:26]([F:32])=[CH:27][CH:28]=5)[N:23]=4)[CH2:4]3)[C:11]2=[N:12][CH:13]=1. (5) Given the reactants Cl[S:2]([C:5]1[CH:6]=[CH:7][C:8]2[O:17][C:16]3[CH2:15][CH2:14][N:13]([C:18]([O:20][C:21]([CH3:24])([CH3:23])[CH3:22])=[O:19])[CH2:12][C:11]=3[C:9]=2[CH:10]=1)(=[O:4])=[O:3].[CH3:25][C:26]1[C:34]2[C:29](=[CH:30][CH:31]=[CH:32][CH:33]=2)[NH:28][CH:27]=1, predict the reaction product. The product is: [CH3:25][C:26]1[C:34]2[C:29](=[CH:30][CH:31]=[CH:32][CH:33]=2)[N:28]([S:2]([C:5]2[CH:6]=[CH:7][C:8]3[O:17][C:16]4[CH2:15][CH2:14][N:13]([C:18]([O:20][C:21]([CH3:24])([CH3:23])[CH3:22])=[O:19])[CH2:12][C:11]=4[C:9]=3[CH:10]=2)(=[O:4])=[O:3])[CH:27]=1.